This data is from Forward reaction prediction with 1.9M reactions from USPTO patents (1976-2016). The task is: Predict the product of the given reaction. (1) The product is: [NH:3](/[CH:4]=[CH:5]/[CH:16]=[CH:25]/[C:4]1[C:5]([CH3:24])([CH2:16][CH2:17][CH2:18][CH2:19][S:20]([OH:23])(=[O:22])=[O:21])[C:6]2[C:11](=[CH:10][CH:9]=[C:8]([S:12]([O-:15])(=[O:13])=[O:14])[CH:7]=2)[N+:3]=1[CH2:1][CH3:2])[C:11]1[CH:6]=[CH:7][CH:8]=[CH:9][CH:10]=1. Given the reactants [CH2:1]([N+:3]1[C:11]2[C:6](=[CH:7][C:8]([S:12]([O-:15])(=[O:14])=[O:13])=[CH:9][CH:10]=2)[C:5]([CH3:24])([CH2:16][CH2:17][CH2:18][CH2:19][S:20]([OH:23])(=[O:22])=[O:21])[C:4]=1[CH3:25])[CH3:2].Cl, predict the reaction product. (2) Given the reactants Cl.[Br:2][C:3]1[CH:8]=[CH:7][C:6]([N:9]2[C:13]([CH2:14][C@@H:15]3[CH2:19][CH2:18][NH:17][CH2:16]3)=[N:12][NH:11][C:10]2=[O:20])=[C:5]([F:21])[CH:4]=1.CNN(NC)C(Cl)=[O:26].[CH:30]([N:33]([CH2:37]C)[CH:34](C)C)(C)C, predict the reaction product. The product is: [Br:2][C:3]1[CH:8]=[CH:7][C:6]([N:9]2[C:10](=[O:20])[NH:11][N:12]=[C:13]2[CH2:14][C@@H:15]2[CH2:19][CH2:18][N:17]([C:37]([N:33]([CH3:34])[CH3:30])=[O:26])[CH2:16]2)=[C:5]([F:21])[CH:4]=1. (3) Given the reactants [Cl:1][C:2]1[CH:3]=[C:4]([CH:9]=[C:10](I)[CH:11]=1)[C:5]([O:7][CH3:8])=[O:6].[Br-].[CH:14]1([Zn+])[CH2:16][CH2:15]1.CN1CCN(C)C1=O.C(O)(=O)CC(CC(O)=O)(C(O)=O)O, predict the reaction product. The product is: [Cl:1][C:2]1[CH:3]=[C:4]([CH:9]=[C:10]([CH:14]2[CH2:16][CH2:15]2)[CH:11]=1)[C:5]([O:7][CH3:8])=[O:6]. (4) Given the reactants [C:1]1([CH:7]=[N+:8]([CH3:10])[O-:9])[CH:6]=[CH:5][CH:4]=[CH:3][CH:2]=1.[CH2:11]([N:14]1[C:26]2[C:25]3[CH:24]=[CH:23][CH:22]=[CH:21][C:20]=3[N:19]=[C:18]([Cl:27])[C:17]=2[N:16]=[CH:15]1)[CH:12]=[CH2:13], predict the reaction product. The product is: [Cl:27][C:18]1[C:17]2[N:16]=[CH:15][N:14]([CH2:11][CH:12]3[O:9][N:8]([CH3:10])[CH:7]([C:1]4[CH:6]=[CH:5][CH:4]=[CH:3][CH:2]=4)[CH2:13]3)[C:26]=2[C:25]2[CH:24]=[CH:23][CH:22]=[CH:21][C:20]=2[N:19]=1. (5) Given the reactants N#N.[Cl:3][C:4]1[CH:28]=[CH:27][CH:26]=[CH:25][C:5]=1[CH2:6][O:7][C:8](=[O:24])[NH:9][C:10]1[CH:11]=[N:12][N:13]([CH2:15][C:16]2[N:17]=[C:18]([CH:21]([OH:23])[CH3:22])[O:19][CH:20]=2)[CH:14]=1, predict the reaction product. The product is: [Cl:3][C:4]1[CH:28]=[CH:27][CH:26]=[CH:25][C:5]=1[CH2:6][O:7][C:8](=[O:24])[NH:9][C:10]1[CH:11]=[N:12][N:13]([CH2:15][C:16]2[N:17]=[C:18]([C:21](=[O:23])[CH3:22])[O:19][CH:20]=2)[CH:14]=1. (6) Given the reactants [N:1]1([C:7]2[CH:12]=[CH:11][C:10]([C:13](=O)[CH:14]=[N:15]O)=[CH:9][CH:8]=2)[CH2:6][CH2:5][O:4][CH2:3][CH2:2]1.C(C1N=[C:22]([C:32]2[C:33]([O:39][CH3:40])=[N:34][CH:35]=[CH:36][C:37]=2[I:38])[N:23]([OH:31])C=1C1C=CC=CC=1)C, predict the reaction product. The product is: [I:38][C:37]1[CH:36]=[CH:35][N:34]=[C:33]([O:39][CH3:40])[C:32]=1[C:22]1[N:23]([OH:31])[C:13]([C:10]2[CH:9]=[CH:8][C:7]([N:1]3[CH2:2][CH2:3][O:4][CH2:5][CH2:6]3)=[CH:12][CH:11]=2)=[CH:14][N:15]=1.